This data is from Forward reaction prediction with 1.9M reactions from USPTO patents (1976-2016). The task is: Predict the product of the given reaction. (1) Given the reactants C[O-].[Na+].[CH2:4]([O:6][C:7]([C:9]1[C:14]2[N:15]([CH2:20][C:21]3[CH:26]=[CH:25][C:24]([C:27]4[CH:32]=[CH:31][CH:30]=[CH:29][C:28]=4[C:33]#[N:34])=[CH:23][CH:22]=3)[C:16]([O:18][CH3:19])=[N:17][C:13]=2[CH:12]=[CH:11][CH:10]=1)=[O:8])C, predict the reaction product. The product is: [C:33]([C:28]1[CH:29]=[CH:30][CH:31]=[CH:32][C:27]=1[C:24]1[CH:23]=[CH:22][C:21]([CH2:20][N:15]2[C:14]3[C:9]([C:7]([O:6][CH3:4])=[O:8])=[CH:10][CH:11]=[CH:12][C:13]=3[N:17]=[C:16]2[O:18][CH3:19])=[CH:26][CH:25]=1)#[N:34]. (2) Given the reactants [F:1][C:2]1[CH:11]=[CH:10][CH:9]=[C:8]2[C:3]=1[C:4](=O)[NH:5][CH:6]=[N:7]2.C(=O)([O-])O.[Na+].[Cl:18][C:19]1[CH:20]=[C:21]([CH:23]=[CH:24][C:25]=1[F:26])[NH2:22].Cl, predict the reaction product. The product is: [ClH:18].[Cl:18][C:19]1[CH:20]=[C:21]([CH:23]=[CH:24][C:25]=1[F:26])[NH:22][C:4]1[C:3]2[C:8](=[CH:9][CH:10]=[CH:11][C:2]=2[F:1])[N:7]=[CH:6][N:5]=1. (3) The product is: [N:1]1[CH:2]=[C:3]([O:7][C:8]2[CH2:12][CH2:11][O:10][N:9]=2)[CH:4]=[N:16][CH:6]=1. Given the reactants [N:1]1[CH:6]=C[CH:4]=[C:3]([O:7][C:8]2[CH2:12][CH2:11][O:10][N:9]=2)[CH:2]=1.OC1C=[N:16]C=NC=1.C(=O)CCC1C=CC=CC=1, predict the reaction product. (4) Given the reactants [O:1]1[CH2:6][CH2:5][N:4]([CH2:7][C:8]2[CH:14]=[C:13]([OH:15])[C:12]([CH2:16][N:17]3[CH2:22][CH2:21][O:20][CH2:19][CH2:18]3)=[CH:11][C:9]=2[OH:10])[CH2:3][CH2:2]1.[H-].[Na+].[N+:25]([C:28]1[CH:33]=[C:32]([S:34]([C:37]([F:40])([F:39])[F:38])(=[O:36])=[O:35])[CH:31]=[CH:30][C:29]=1Cl)([O-:27])=[O:26], predict the reaction product. The product is: [N:17]1([CH2:16][C:12]2[C:13]([O:15][C:29]3[CH:30]=[CH:31][C:32]([S:34]([C:37]([F:39])([F:40])[F:38])(=[O:36])=[O:35])=[CH:33][C:28]=3[N+:25]([O-:27])=[O:26])=[CH:14][C:8]([CH2:7][N:4]3[CH2:3][CH2:2][O:1][CH2:6][CH2:5]3)=[C:9]([O:10][C:29]3[CH:30]=[CH:31][C:32]([S:34]([C:37]([F:40])([F:39])[F:38])(=[O:36])=[O:35])=[CH:33][C:28]=3[N+:25]([O-:27])=[O:26])[CH:11]=2)[CH2:18][CH2:19][O:20][CH2:21][CH2:22]1. (5) The product is: [OH:9][CH2:10][C:11]1[N:15]([CH2:16][CH2:17][CH3:18])[CH:14]=[N:13][CH:12]=1. Given the reactants [N+]([O-])(O)=O.N([O-])=O.[Na+].[OH:9][CH2:10][C:11]1[N:15]([CH2:16][CH2:17][CH3:18])[C:14](S)=[N:13][CH:12]=1.C(=O)([O-])[O-].[K+].[K+], predict the reaction product. (6) Given the reactants [CH3:1][Si:2]([C:5]#[C:6][C:7]1[CH:12]=[CH:11][C:10]([CH2:13][CH2:14][CH2:15][CH2:16][CH2:17][CH:18]=O)=[CH:9][CH:8]=1)([CH3:4])[CH3:3].C([O-])(=O)C.[NH4+:24].C(O)(=O)C, predict the reaction product. The product is: [CH3:1][Si:2]([C:5]#[C:6][C:7]1[CH:12]=[CH:11][C:10]([CH2:13][CH2:14][CH2:15][CH2:16][CH2:17][CH2:18][NH2:24])=[CH:9][CH:8]=1)([CH3:4])[CH3:3]. (7) Given the reactants Br[C:2]1[CH:11]=[CH:10][C:9]2[N:8]=[CH:7][C:6]3[N:12]([CH3:23])[C:13](=[O:22])[N:14]([C:15]4[C:16]([CH3:21])=[N:17][N:18]([CH3:20])[CH:19]=4)[C:5]=3[C:4]=2[CH:3]=1.[CH2:24]([N:26]1[C:34]2[C:29](=[N:30][CH:31]=[C:32](B3OC(C)(C)C(C)(C)O3)[CH:33]=2)[N:28]([CH3:44])[C:27]1=[O:45])[CH3:25], predict the reaction product. The product is: [CH3:20][N:18]1[CH:19]=[C:15]([N:14]2[C:5]3[C:4]4[CH:3]=[C:2]([C:32]5[CH:33]=[C:34]6[N:26]([CH2:24][CH3:25])[C:27](=[O:45])[N:28]([CH3:44])[C:29]6=[N:30][CH:31]=5)[CH:11]=[CH:10][C:9]=4[N:8]=[CH:7][C:6]=3[N:12]([CH3:23])[C:13]2=[O:22])[C:16]([CH3:21])=[N:17]1.